This data is from NCI-60 drug combinations with 297,098 pairs across 59 cell lines. The task is: Regression. Given two drug SMILES strings and cell line genomic features, predict the synergy score measuring deviation from expected non-interaction effect. (1) Drug 1: CC1C(C(=O)NC(C(=O)N2CCCC2C(=O)N(CC(=O)N(C(C(=O)O1)C(C)C)C)C)C(C)C)NC(=O)C3=C4C(=C(C=C3)C)OC5=C(C(=O)C(=C(C5=N4)C(=O)NC6C(OC(=O)C(N(C(=O)CN(C(=O)C7CCCN7C(=O)C(NC6=O)C(C)C)C)C)C(C)C)C)N)C. Drug 2: C1=CC=C(C=C1)NC(=O)CCCCCCC(=O)NO. Cell line: HS 578T. Synergy scores: CSS=6.63, Synergy_ZIP=-0.110, Synergy_Bliss=4.78, Synergy_Loewe=-1.09, Synergy_HSA=0.902. (2) Drug 1: C1=C(C(=O)NC(=O)N1)N(CCCl)CCCl. Drug 2: CC12CCC3C(C1CCC2O)C(CC4=C3C=CC(=C4)O)CCCCCCCCCS(=O)CCCC(C(F)(F)F)(F)F. Cell line: KM12. Synergy scores: CSS=-3.04, Synergy_ZIP=-5.54, Synergy_Bliss=-15.6, Synergy_Loewe=-11.2, Synergy_HSA=-11.5. (3) Drug 1: C1CCN(CC1)CCOC2=CC=C(C=C2)C(=O)C3=C(SC4=C3C=CC(=C4)O)C5=CC=C(C=C5)O. Drug 2: C1C(C(OC1N2C=NC3=C(N=C(N=C32)Cl)N)CO)O. Cell line: MCF7. Synergy scores: CSS=13.0, Synergy_ZIP=-2.89, Synergy_Bliss=-1.39, Synergy_Loewe=-4.91, Synergy_HSA=-3.61. (4) Drug 1: CC1=C2C(C(=O)C3(C(CC4C(C3C(C(C2(C)C)(CC1OC(=O)C(C(C5=CC=CC=C5)NC(=O)OC(C)(C)C)O)O)OC(=O)C6=CC=CC=C6)(CO4)OC(=O)C)OC)C)OC. Drug 2: C1=CC(=CC=C1CCC2=CNC3=C2C(=O)NC(=N3)N)C(=O)NC(CCC(=O)O)C(=O)O. Cell line: OVCAR3. Synergy scores: CSS=37.9, Synergy_ZIP=-10.1, Synergy_Bliss=-14.7, Synergy_Loewe=-20.2, Synergy_HSA=-7.69. (5) Drug 1: CC(C)(C#N)C1=CC=C(C=C1)N2C3=C4C=C(C=CC4=NC=C3N(C2=O)C)C5=CC6=CC=CC=C6N=C5. Drug 2: C1CCC(C(C1)[NH-])[NH-].C(=O)(C(=O)[O-])[O-].[Pt+4]. Cell line: OVCAR3. Synergy scores: CSS=61.7, Synergy_ZIP=-0.787, Synergy_Bliss=-1.69, Synergy_Loewe=-39.9, Synergy_HSA=5.07. (6) Drug 1: C1CCN(CC1)CCOC2=CC=C(C=C2)C(=O)C3=C(SC4=C3C=CC(=C4)O)C5=CC=C(C=C5)O. Drug 2: CN(C)N=NC1=C(NC=N1)C(=O)N. Cell line: MALME-3M. Synergy scores: CSS=-0.405, Synergy_ZIP=-0.0783, Synergy_Bliss=-0.789, Synergy_Loewe=-5.28, Synergy_HSA=-2.48.